This data is from Reaction yield outcomes from USPTO patents with 853,638 reactions. The task is: Predict the reaction yield, written as a fraction of the theoretical maximum amount of product (1.0 means a 100% yield; for example, 0.34 means a 34% yield). (1) The reactants are [NH2:1][C:2]1[C:3]([NH:21][CH:22]2[CH:26]([CH2:27][CH3:28])[CH2:25][CH:24]([NH:29][S:30]([CH:33]3[CH2:35][CH2:34]3)(=[O:32])=[O:31])[CH2:23]2)=[C:4]2[CH:10]=[CH:9][N:8]([S:11]([C:14]3[CH:20]=[CH:19][C:17]([CH3:18])=[CH:16][CH:15]=3)(=[O:13])=[O:12])[C:5]2=[N:6][CH:7]=1.[CH3:36][C@H](NC([C@H]1N(C([C@@H](NC([C@@H](N)CC2C=CC(O)=CC=2)=O)CC(O)=O)=O)CCC1)=O)C(N1[C@H](C(N2[C@H](C(N3[C@H](C(N4[C@H](C(N5[C@H](C(N6[C@H](C(O)=O)CCC6)=O)CCC5)=O)CCC4)=O)CCC3)=O)CCC2)=O)CCC1)=O. The catalyst is CO.CCOC(C)=O.O.C1(C)C=CC(S(O)(=O)=O)=CC=1. The product is [CH2:27]([CH:26]1[CH:22]([N:21]2[C:3]3=[C:4]4[CH:10]=[CH:9][N:8]([S:11]([C:14]5[CH:15]=[CH:16][C:17]([CH3:18])=[CH:19][CH:20]=5)(=[O:12])=[O:13])[C:5]4=[N:6][CH:7]=[C:2]3[N:1]=[CH:36]2)[CH2:23][CH:24]([NH:29][S:30]([CH:33]2[CH2:35][CH2:34]2)(=[O:31])=[O:32])[CH2:25]1)[CH3:28]. The yield is 0.990. (2) The catalyst is CC(C)=O. The product is [C:1]([O:5][C:6]([N:8]1[CH2:20][CH2:19][C:11]2[N:12]([CH2:28][C:29]([O:31][CH2:32][CH3:33])=[O:30])[C:13]3[CH:14]=[CH:15][CH:16]=[CH:17][C:18]=3[C:10]=2[CH2:9]1)=[O:7])([CH3:4])([CH3:2])[CH3:3]. The reactants are [C:1]([O:5][C:6]([N:8]1[CH2:20][CH2:19][C:11]2[NH:12][C:13]3[CH:14]=[CH:15][CH:16]=[CH:17][C:18]=3[C:10]=2[CH2:9]1)=[O:7])([CH3:4])([CH3:3])[CH3:2].C(=O)([O-])[O-].[Cs+].[Cs+].Br[CH2:28][C:29]([O:31][CH2:32][CH3:33])=[O:30]. The yield is 0.700. (3) The product is [Cl:1][C:2]1[CH:7]=[CH:6][C:5]([C:8]2([CH3:23])[C:9](=[O:22])[CH2:10][CH2:11][CH:12]([C:14]([O:16][CH3:17])=[O:15])[CH2:13]2)=[CH:4][C:3]=1[C:24]([F:25])([F:26])[F:27]. The yield is 0.450. The catalyst is CS(C)=O. The reactants are [Cl:1][C:2]1[CH:7]=[CH:6][C:5]([C:8]2([CH3:23])[CH2:13][CH:12]([C:14]([O:16][CH3:17])=[O:15])[CH2:11][C:10](C(OC)=O)=[C:9]2[OH:22])=[CH:4][C:3]=1[C:24]([F:27])([F:26])[F:25].[Cl-].[Na+].O. (4) The reactants are [Cl:1][C:2]1[N:3]=[C:4]([C:12](OC)=[O:13])[C:5]2[C:10]([CH:11]=1)=[CH:9][CH:8]=[CH:7][CH:6]=2.[BH4-].[Na+]. The catalyst is CO. The product is [Cl:1][C:2]1[N:3]=[C:4]([CH2:12][OH:13])[C:5]2[C:10]([CH:11]=1)=[CH:9][CH:8]=[CH:7][CH:6]=2. The yield is 0.880.